Dataset: Full USPTO retrosynthesis dataset with 1.9M reactions from patents (1976-2016). Task: Predict the reactants needed to synthesize the given product. (1) Given the product [C:7]([C:2]1[C:47]([N:34]2[CH2:35][C:32]([F:36])([F:31])[CH2:33]2)=[CH:48][C:5]([O:9][CH3:10])=[C:4]([C:11]2[C:20]3[C:15](=[CH:16][C:17]([S:21]([NH:24][C:25]4[CH:43]=[CH:37][O:40][N:29]=4)(=[O:22])=[O:23])=[CH:18][CH:19]=3)[CH:14]=[CH:13][N:12]=2)[CH:3]=1)#[N:6], predict the reactants needed to synthesize it. The reactants are: Cl[C:2]1[CH:3]=[C:4]([C:11]2[C:20]3[C:15](=[CH:16][C:17]([S:21]([NH:24][C:25]4SC=N[N:29]=4)(=[O:23])=[O:22])=[CH:18][CH:19]=3)[CH:14]=[CH:13][N:12]=2)[C:5]([O:9][CH3:10])=[N:6][C:7]=1Cl.Cl.[F:31][C:32]1([F:36])[CH2:35][NH:34][CH2:33]1.[C:37](=[O:40])([O-])[O-].[K+].[K+].[CH3:43]S(C)=O.[C:47](OCC)(=O)[CH3:48]. (2) Given the product [Cl:1][C:2]1[CH:3]=[CH:4][C:5]([N:15]2[CH2:19][CH2:18][CH2:17][CH2:16]2)=[C:6]([CH2:8][N:9]2[CH2:10][CH2:11][N:12]([C:20]([O:21][N:22]3[C:26](=[O:27])[CH2:25][CH2:24][C:23]3=[O:28])=[O:29])[CH2:13][CH2:14]2)[CH:7]=1, predict the reactants needed to synthesize it. The reactants are: [Cl:1][C:2]1[CH:3]=[CH:4][C:5]([N:15]2[CH2:19][CH2:18][CH2:17][CH2:16]2)=[C:6]([CH2:8][N:9]2[CH2:14][CH2:13][NH:12][CH2:11][CH2:10]2)[CH:7]=1.[C:20](=O)([O:29]N1C(=O)CCC1=O)[O:21][N:22]1[C:26](=[O:27])[CH2:25][CH2:24][C:23]1=[O:28].ClCCl.C(N(CC)C(C)C)(C)C. (3) Given the product [CH3:25][O:1][C:2]1([C:16]2[CH:21]=[CH:20][C:19]([S:22][CH3:23])=[CH:18][CH:17]=2)[CH2:7][CH2:6][C:5]([C:10]2[CH:15]=[CH:14][CH:13]=[CH:12][CH:11]=2)([C:8]#[N:9])[CH2:4][CH2:3]1, predict the reactants needed to synthesize it. The reactants are: [OH:1][C:2]1([C:16]2[CH:21]=[CH:20][C:19]([S:22][CH3:23])=[CH:18][CH:17]=2)[CH2:7][CH2:6][C:5]([C:10]2[CH:15]=[CH:14][CH:13]=[CH:12][CH:11]=2)([C:8]#[N:9])[CH2:4][CH2:3]1.I[CH3:25]. (4) Given the product [CH:5]1([C:8]2[N:12]=[C:11]([CH:13]=[CH:14][C:15]3[CH:16]=[C:17]([OH:23])[C:18]([OH:21])=[CH:19][CH:20]=3)[O:10][N:9]=2)[CH2:7][CH2:6]1, predict the reactants needed to synthesize it. The reactants are: B(Br)(Br)Br.[CH:5]1([C:8]2[N:12]=[C:11]([CH:13]=[CH:14][C:15]3[CH:20]=[CH:19][C:18]([O:21]C)=[C:17]([O:23]C)[CH:16]=3)[O:10][N:9]=2)[CH2:7][CH2:6]1. (5) Given the product [Br:34][CH2:13][C@@H:8]1[CH2:9][CH2:10][CH2:11][CH2:12][C@H:7]1[C:5]([NH:4][CH2:3][C:1]#[N:2])=[O:6], predict the reactants needed to synthesize it. The reactants are: [C:1]([CH2:3][NH:4][C:5]([C@@H:7]1[CH2:12][CH2:11][CH2:10][CH2:9][C@H:8]1[CH2:13]O)=[O:6])#[N:2].C1(P(C2C=CC=CC=2)C2C=CC=CC=2)C=CC=CC=1.[Br:34]N1C(=O)CCC1=O. (6) Given the product [N+:1]([C:4]([C:11]1[CH:20]=[CH:19][C:18]2[C:13](=[CH:14][CH:15]=[C:16]([O:21][C@H:22]3[CH2:23][CH2:24][C@@H:25]([C:28]([F:29])([F:30])[F:31])[CH2:26][CH2:27]3)[C:17]=2[C:28]([F:31])([F:30])[F:29])[CH:12]=1)([CH3:10])[CH2:5][CH2:6][C:7]([OH:9])=[O:8])([O-:3])=[O:2], predict the reactants needed to synthesize it. The reactants are: [N+:1]([C:4]([C:11]1[CH:20]=[CH:19][C:18]2[C:13](=[CH:14][CH:15]=[C:16]([O:21][C@H:22]3[CH2:27][CH2:26][C@H:25]([C:28]([F:31])([F:30])[F:29])[CH2:24][CH2:23]3)[CH:17]=2)[CH:12]=1)([CH3:10])[CH2:5][CH2:6][C:7]([OH:9])=[O:8])([O-:3])=[O:2].COC(=O)CCCC. (7) The reactants are: [C:1]([O:5][C:6]([N:8]1[CH2:13][CH2:12][N:11]([CH:14]([C:26](=[O:29])[NH:27][CH3:28])[CH2:15][C:16]2[CH:25]=[CH:24][C:23]3[C:18](=[CH:19][CH:20]=[CH:21][CH:22]=3)[CH:17]=2)[CH2:10][CH:9]1[CH2:30][CH2:31][O:32][Si](C(C)(C)C)(C)C)=[O:7])([CH3:4])([CH3:3])[CH3:2]. Given the product [C:1]([O:5][C:6]([N:8]1[CH2:13][CH2:12][N:11]([CH:14]([C:26](=[O:29])[NH:27][CH3:28])[CH2:15][C:16]2[CH:25]=[CH:24][C:23]3[C:18](=[CH:19][CH:20]=[CH:21][CH:22]=3)[CH:17]=2)[CH2:10][CH:9]1[CH2:30][CH2:31][OH:32])=[O:7])([CH3:3])([CH3:4])[CH3:2], predict the reactants needed to synthesize it. (8) Given the product [C:10]([N:7]1[C:6](=[O:14])[C:5]([C:15]2[CH:16]=[CH:17][CH:18]=[CH:19][CH:20]=2)=[C:4]([CH:1]([OH:3])[CH3:2])[CH:9]=[N:8]1)([CH3:13])([CH3:12])[CH3:11], predict the reactants needed to synthesize it. The reactants are: [C:1]([C:4]1[CH:9]=[N:8][N:7]([C:10]([CH3:13])([CH3:12])[CH3:11])[C:6](=[O:14])[C:5]=1[C:15]1[CH:20]=[CH:19][CH:18]=[CH:17][CH:16]=1)(=[O:3])[CH3:2].CO.[BH4-].[Na+]. (9) Given the product [O:60]=[C:56]1[N:55]([C:61]2[CH:66]=[CH:65][CH:64]=[CH:63][CH:62]=2)[C:54](=[O:53])[CH2:59][N:58]([C:37]([NH:1][C@H:2]([C@H:15]([C:17]2[C:25]3[C:20](=[CH:21][CH:22]=[CH:23][CH:24]=3)[NH:19][CH:18]=2)[CH3:16])[C:3]([O:5][CH2:6][C:7]2[CH:12]=[CH:11][C:10]([O:13][CH3:14])=[CH:9][CH:8]=2)=[O:4])=[O:38])[CH2:57]1, predict the reactants needed to synthesize it. The reactants are: [NH2:1][C@H:2]([C@H:15]([C:17]1[C:25]2[C:20](=[CH:21][CH:22]=[CH:23][CH:24]=2)[NH:19][CH:18]=1)[CH3:16])[C:3]([O:5][CH2:6][C:7]1[CH:12]=[CH:11][C:10]([O:13][CH3:14])=[CH:9][CH:8]=1)=[O:4].C(N(CC)C(C)C)(C)C.C1C(=O)N(OC(ON2C(=O)CCC2=O)=O)[C:37](=[O:38])C1.[O:53]=[C:54]1[CH2:59][NH:58][CH2:57][C:56](=[O:60])[N:55]1[C:61]1[CH:66]=[CH:65][CH:64]=[CH:63][CH:62]=1. (10) Given the product [NH2:18][C:19]1[C:24]([C:25]#[N:26])=[C:23]([NH:17][C@H:15]([C:12]2[N:6]3[CH2:7][CH2:8][C:9]4[CH2:10][CH2:11][C:2]([F:1])=[CH:3][C:4]([C:5]=43)=[CH:14][N:13]=2)[CH3:16])[N:22]=[CH:21][N:20]=1, predict the reactants needed to synthesize it. The reactants are: [F:1][C:2]1[CH2:11][CH2:10][C:9]2[CH2:8][CH2:7][N:6]3[C:12]([C@@H:15]([NH2:17])[CH3:16])=[N:13][CH:14]=[C:4]([C:5]=23)[CH:3]=1.[NH2:18][C:19]1[C:24]([C:25]#[N:26])=[C:23](Cl)[N:22]=[CH:21][N:20]=1.CCN(C(C)C)C(C)C.